From a dataset of Full USPTO retrosynthesis dataset with 1.9M reactions from patents (1976-2016). Predict the reactants needed to synthesize the given product. (1) Given the product [CH3:33][N:34]([CH3:38])[CH2:35][CH2:36][NH:37][C:9]1[C:10]2[C:11](=[O:19])[C:12]3[CH:13]=[CH:14][N:15]=[CH:16][C:17]=3[C:18]=2[C:6]2[CH:5]=[CH:4][C:3]([O:2][CH3:1])=[C:31]([CH3:32])[C:7]=2[N:8]=1, predict the reactants needed to synthesize it. The reactants are: [CH3:1][O:2][C:3]1[CH:4]=[CH:5][C:6]2[C:18]3[C:17]4[CH:16]=[N:15][CH:14]=[CH:13][C:12]=4[C:11](=[O:19])[C:10]=3[C:9](OS(C3C=CC(C)=CC=3)(=O)=O)=[N:8][C:7]=2[C:31]=1[CH3:32].[CH3:33][N:34]([CH3:38])[CH2:35][CH2:36][NH2:37]. (2) Given the product [Cl:34][C:33]1[CH:32]=[C:31]2[C:27]([C:28]([CH:35]=[O:36])=[CH:29][NH:30]2)=[CH:26][C:25]=1[C:8]1[CH:9]=[CH:10][C:11]([CH:14]2[CH2:18][CH2:17][N:16]([C:19]([O:21][CH3:22])=[O:20])[CH2:15]2)=[CH:12][CH:13]=1, predict the reactants needed to synthesize it. The reactants are: CC1(C)COB([C:8]2[CH:13]=[CH:12][C:11]([CH:14]3[CH2:18][CH2:17][N:16]([C:19]([O:21][CH3:22])=[O:20])[CH2:15]3)=[CH:10][CH:9]=2)OC1.Br[C:25]1[CH:26]=[C:27]2[C:31](=[CH:32][C:33]=1[Cl:34])[NH:30][CH:29]=[C:28]2[CH:35]=[O:36].C(=O)([O-])[O-].[K+].[K+]. (3) The reactants are: [I:1](O)(=O)(=O)=O.[I-:6].[K+].[Br:8][C:9]1[CH:14]=[CH:13][CH:12]=[CH:11][C:10]=1[Br:15]. Given the product [Br:8][C:9]1[CH:14]=[C:13]([I:6])[C:12]([I:1])=[CH:11][C:10]=1[Br:15], predict the reactants needed to synthesize it. (4) The reactants are: [NH2:1][C:2]([CH3:7])([CH3:6])[C:3]([NH2:5])=[O:4].CCN(CC)CC.[Cl:15][C:16]1[C:25]2[C:20](=[CH:21][CH:22]=[C:23]([S:26](Cl)(=[O:28])=[O:27])[CH:24]=2)[C:19]([Cl:30])=[CH:18][N:17]=1. Given the product [Cl:15][C:16]1[C:25]2[C:20](=[CH:21][CH:22]=[C:23]([S:26]([NH:1][C:2]([CH3:7])([CH3:6])[C:3]([NH2:5])=[O:4])(=[O:28])=[O:27])[CH:24]=2)[C:19]([Cl:30])=[CH:18][N:17]=1, predict the reactants needed to synthesize it. (5) Given the product [Si:1]([O:8][C@H:9]([C@H:36]1[CH2:40][C@@H:39]([O:41][CH2:42][CH2:43][CH3:44])[CH2:38][N:37]1[C:45]([O:47][C:48]([CH3:50])([CH3:49])[CH3:51])=[O:46])[C@@H:10]([NH:20][C:21](=[O:35])[C:22]1[CH:27]=[C:26]([N:28]2[CH2:32][CH2:31][CH2:30][C:29]2=[O:33])[CH:25]=[C:24]([O:34][CH:59]([CH3:61])[CH3:60])[CH:23]=1)[CH2:11][C:12]1[CH:17]=[C:16]([F:18])[CH:15]=[C:14]([F:19])[CH:13]=1)([C:4]([CH3:5])([CH3:6])[CH3:7])([CH3:3])[CH3:2], predict the reactants needed to synthesize it. The reactants are: [Si:1]([O:8][C@H:9]([C@H:36]1[CH2:40][C@@H:39]([O:41][CH2:42][CH2:43][CH3:44])[CH2:38][N:37]1[C:45]([O:47][C:48]([CH3:51])([CH3:50])[CH3:49])=[O:46])[C@@H:10]([NH:20][C:21](=[O:35])[C:22]1[CH:27]=[C:26]([N:28]2[CH2:32][CH2:31][CH2:30][C:29]2=[O:33])[CH:25]=[C:24]([OH:34])[CH:23]=1)[CH2:11][C:12]1[CH:17]=[C:16]([F:18])[CH:15]=[C:14]([F:19])[CH:13]=1)([C:4]([CH3:7])([CH3:6])[CH3:5])([CH3:3])[CH3:2].C(=O)([O-])[O-].[Cs+].[Cs+].I[CH:59]([CH3:61])[CH3:60].C(OCC)(=O)C. (6) Given the product [C:20]1([C:8]2[CH:7]=[CH:6][CH:5]=[C:4]3[C:9]=2[C:10]([NH:12][CH2:13][C:14]2[CH:19]=[CH:18][CH:17]=[CH:16][N:15]=2)=[N:11][C:2]([C:28]#[N:29])=[N:3]3)[CH:25]=[CH:24][CH:23]=[CH:22][CH:21]=1, predict the reactants needed to synthesize it. The reactants are: Cl[C:2]1[N:11]=[C:10]([NH:12][CH2:13][C:14]2[CH:19]=[CH:18][CH:17]=[CH:16][N:15]=2)[C:9]2[C:4](=[CH:5][CH:6]=[CH:7][C:8]=2[C:20]2[CH:25]=[CH:24][CH:23]=[CH:22][CH:21]=2)[N:3]=1.[C-]#N.[CH3:28][N+:29](C)(C)C.C1CCN2C(=NCCC2)CC1. (7) Given the product [C:1]([O:5][C:6](=[O:35])[NH:7][CH2:8][C:9]1[CH:34]=[CH:33][C:12]2[N:13]([CH2:28][CH2:29][CH2:30][CH2:31][OH:32])[C:14]([CH2:16][N:17]3[C:25]4[C:20](=[CH:21][CH:22]=[CH:23][CH:24]=4)[C:19]([CH2:26][CH3:27])=[N:18]3)=[N:15][C:11]=2[CH:10]=1)([CH3:2])([CH3:3])[CH3:4], predict the reactants needed to synthesize it. The reactants are: [C:1]([O:5][C:6](=[O:35])[NH:7][CH2:8][C:9]1[CH:34]=[CH:33][C:12]2[N:13]([CH2:28][CH2:29][CH2:30][CH2:31][OH:32])[C:14]([CH2:16][N:17]3[C:25]4[C:20](=[CH:21][CH:22]=[CH:23][CH:24]=4)[C:19]([CH:26]=[CH2:27])=[N:18]3)=[N:15][C:11]=2[CH:10]=1)([CH3:4])([CH3:3])[CH3:2]. (8) Given the product [N:9]1([C:7]2[NH:8][C:3](=[O:2])[C:4]([C:29]3[S:30][C:31]4[C:37]([C:38]([F:40])([F:39])[F:41])=[CH:36][CH:35]=[CH:34][C:32]=4[N:33]=3)=[C:5]([NH:15][C@@H:16]3[CH2:21][CH2:20][CH2:19][NH:18][CH2:17]3)[N:6]=2)[CH2:14][CH2:13][O:12][CH2:11][CH2:10]1, predict the reactants needed to synthesize it. The reactants are: C[O:2][C:3]1[N:8]=[C:7]([N:9]2[CH2:14][CH2:13][O:12][CH2:11][CH2:10]2)[N:6]=[C:5]([NH:15][C@@H:16]2[CH2:21][CH2:20][CH2:19][N:18](C(OC(C)(C)C)=O)[CH2:17]2)[C:4]=1[C:29]1[S:30][C:31]2[C:37]([C:38]([F:41])([F:40])[F:39])=[CH:36][CH:35]=[CH:34][C:32]=2[N:33]=1.Cl. (9) Given the product [CH2:26]([O:25][C@H:15]1[C@H:16]([O:17][CH2:18][C:19]2[CH:24]=[CH:23][CH:22]=[CH:21][CH:20]=2)[C@H:11]([O:10][CH2:3][C:4]2[CH:9]=[CH:8][CH:7]=[CH:6][CH:5]=2)[C@@H:12]([CH2:42][I:1])[O:13][C@@H:14]1[CH2:33][O:34][CH2:35][C:36]1[CH:41]=[CH:40][CH:39]=[CH:38][CH:37]=1)[C:27]1[CH:32]=[CH:31][CH:30]=[CH:29][CH:28]=1, predict the reactants needed to synthesize it. The reactants are: [I:1]I.[CH2:3]([O:10][C@H:11]1[C@@H:16]([O:17][CH2:18][C:19]2[CH:24]=[CH:23][CH:22]=[CH:21][CH:20]=2)[C@H:15]([O:25][CH2:26][C:27]2[CH:32]=[CH:31][CH:30]=[CH:29][CH:28]=2)[C@@H:14]([CH2:33][O:34][CH2:35][C:36]2[CH:41]=[CH:40][CH:39]=[CH:38][CH:37]=2)[O:13][C@@H:12]1[CH2:42][Hg]Cl)[C:4]1[CH:9]=[CH:8][CH:7]=[CH:6][CH:5]=1. (10) Given the product [NH2:7][C:8]1[N:13]=[CH:12][N:11]=[C:10]2[N:14]([C@H:35]3[CH2:40][CH2:39][C@H:38]([O:41][CH2:42][CH2:43][OH:44])[CH2:37][CH2:36]3)[N:15]=[C:16]([C:17]3[CH:22]=[CH:21][C:20]([CH2:23][C:24]4[O:25][C:26]5[C:32]([CH3:33])=[CH:31][C:30]([CH3:34])=[CH:29][C:27]=5[N:28]=4)=[CH:19][CH:18]=3)[C:9]=12, predict the reactants needed to synthesize it. The reactants are: [H-].[Al+3].[Li+].[H-].[H-].[H-].[NH2:7][C:8]1[N:13]=[CH:12][N:11]=[C:10]2[N:14]([C@H:35]3[CH2:40][CH2:39][C@H:38]([O:41][CH2:42][C:43](O)=[O:44])[CH2:37][CH2:36]3)[N:15]=[C:16]([C:17]3[CH:22]=[CH:21][C:20]([CH2:23][C:24]4[O:25][C:26]5[C:32]([CH3:33])=[CH:31][C:30]([CH3:34])=[CH:29][C:27]=5[N:28]=4)=[CH:19][CH:18]=3)[C:9]=12.